Dataset: Peptide-MHC class II binding affinity with 134,281 pairs from IEDB. Task: Regression. Given a peptide amino acid sequence and an MHC pseudo amino acid sequence, predict their binding affinity value. This is MHC class II binding data. (1) The peptide sequence is SQDLECSWNLNGLQAY. The MHC is HLA-DQA10101-DQB10501 with pseudo-sequence HLA-DQA10101-DQB10501. The binding affinity (normalized) is 0.774. (2) The peptide sequence is LSGSQEVEFIGYGKA. The MHC is DRB1_0404 with pseudo-sequence DRB1_0404. The binding affinity (normalized) is 0.534. (3) The peptide sequence is AAVVRFQEAANKQKQ. The MHC is HLA-DQA10301-DQB10302 with pseudo-sequence HLA-DQA10301-DQB10302. The binding affinity (normalized) is 0.241. (4) The peptide sequence is AEFKSRFFVWGDEVP. The MHC is DRB1_0101 with pseudo-sequence DRB1_0101. The binding affinity (normalized) is 0.